From a dataset of Forward reaction prediction with 1.9M reactions from USPTO patents (1976-2016). Predict the product of the given reaction. The product is: [C:1]([O:5][C:6]([NH:8][C@@H:9]1[C@@H:14]([O:15][S:34]([CH3:33])(=[O:36])=[O:35])[CH2:13][CH2:12][N:11]([C:16]([O:18][CH2:19][C:20]2[CH:25]=[CH:24][CH:23]=[CH:22][CH:21]=2)=[O:17])[CH2:10]1)=[O:7])([CH3:4])([CH3:2])[CH3:3]. Given the reactants [C:1]([O:5][C:6]([NH:8][C@@H:9]1[C@@H:14]([OH:15])[CH2:13][CH2:12][N:11]([C:16]([O:18][CH2:19][C:20]2[CH:25]=[CH:24][CH:23]=[CH:22][CH:21]=2)=[O:17])[CH2:10]1)=[O:7])([CH3:4])([CH3:3])[CH3:2].C(N(CC)CC)C.[CH3:33][S:34](Cl)(=[O:36])=[O:35], predict the reaction product.